From a dataset of Catalyst prediction with 721,799 reactions and 888 catalyst types from USPTO. Predict which catalyst facilitates the given reaction. Reactant: [Cl:1][C:2]1[N:11]=[CH:10][CH:9]=[C:8]2[C:3]=1[C:4]1[CH:16]=[C:15]([F:17])[CH:14]=[CH:13][C:5]=1[C:6](Cl)=[N:7]2.[NH2:18][C@@H:19]1[CH2:24][CH2:23][CH2:22][N:21](C(OC(C)(C)C)=O)[CH2:20]1.Cl.[O:33]1CCOCC1. Product: [Cl-:1].[F:17][C:15]1[CH:14]=[CH:13][C:5]2[C:6]([NH:18][C@@H:19]3[CH2:24][CH2:23][CH2:22][NH2+:21][CH2:20]3)=[N:7][C:8]3[CH:9]=[CH:10][NH:11][C:2](=[O:33])[C:3]=3[C:4]=2[CH:16]=1. The catalyst class is: 1.